Dataset: Full USPTO retrosynthesis dataset with 1.9M reactions from patents (1976-2016). Task: Predict the reactants needed to synthesize the given product. (1) Given the product [CH2:18]([N:9]([C:4]1[CH:5]=[N:6][C:7]([Cl:8])=[C:2]([Cl:1])[CH:3]=1)[CH2:10][CH:11]([O:14][CH3:15])[O:12][CH3:13])[CH:17]=[CH2:16], predict the reactants needed to synthesize it. The reactants are: [Cl:1][C:2]1[CH:3]=[C:4]([NH:9][CH2:10][CH:11]([O:14][CH3:15])[O:12][CH3:13])[CH:5]=[N:6][C:7]=1[Cl:8].[CH2:16](Br)[CH:17]=[CH2:18]. (2) Given the product [F:1][C:2]1[CH:7]=[CH:6][C:5]2[NH:8][C:9]3[C:21]4[N:20]([C@@H:22]5[O:43][C@H:42]([CH2:44][I:65])[CH2:41][C@H:32]([O:33][CH2:34][C:35]6[CH:40]=[CH:39][CH:38]=[CH:37][CH:36]=6)[C@H:23]5[O:24][CH2:25][C:26]5[CH:31]=[CH:30][CH:29]=[CH:28][CH:27]=5)[C:19]5[C:14](=[CH:15][C:16]([F:46])=[CH:17][CH:18]=5)[C:13]=4[C:12]4[C:47](=[O:51])[NH:48][C:49](=[O:50])[C:11]=4[C:10]=3[C:4]=2[CH:3]=1, predict the reactants needed to synthesize it. The reactants are: [F:1][C:2]1[CH:7]=[CH:6][C:5]2[NH:8][C:9]3[C:21]4[N:20]([C@@H:22]5[O:43][C@H:42]([CH2:44]O)[CH2:41][C@H:32]([O:33][CH2:34][C:35]6[CH:40]=[CH:39][CH:38]=[CH:37][CH:36]=6)[C@H:23]5[O:24][CH2:25][C:26]5[CH:31]=[CH:30][CH:29]=[CH:28][CH:27]=5)[C:19]5[C:14](=[CH:15][C:16]([F:46])=[CH:17][CH:18]=5)[C:13]=4[C:12]4[C:47](=[O:51])[NH:48][C:49](=[O:50])[C:11]=4[C:10]=3[C:4]=2[CH:3]=1.C(N(CC)CC)C.CS(Cl)(=O)=O.[Na+].[I-:65].